Dataset: Catalyst prediction with 721,799 reactions and 888 catalyst types from USPTO. Task: Predict which catalyst facilitates the given reaction. (1) Reactant: [CH2:1]([C:5]1[N:6]=[C:7]([NH2:25])[C:8]2[NH:13][N:12]=[C:11]([CH2:14][CH2:15][CH2:16][CH2:17][CH2:18][CH2:19][N:20]3[CH2:24][CH2:23][CH2:22][CH2:21]3)[C:9]=2[N:10]=1)[CH2:2][CH2:3][CH3:4].[CH3:26][S:27]([OH:30])(=[O:29])=[O:28]. Product: [CH3:26][S:27]([OH:30])(=[O:29])=[O:28].[CH2:1]([C:5]1[N:6]=[C:7]([NH2:25])[C:8]2[NH:13][N:12]=[C:11]([CH2:14][CH2:15][CH2:16][CH2:17][CH2:18][CH2:19][N:20]3[CH2:24][CH2:23][CH2:22][CH2:21]3)[C:9]=2[N:10]=1)[CH2:2][CH2:3][CH3:4]. The catalyst class is: 10. (2) Reactant: [C:1]([N:4]1[CH2:9][CH2:8][N:7]([C:10]2[CH:15]=[CH:14][C:13]([NH:16][C:17]3[N:22]=[C:21]([NH:23][CH2:24][CH:25]4[CH2:30][CH2:29][NH:28][CH2:27][CH2:26]4)[C:20]([C:31]([NH2:33])=[O:32])=[CH:19][N:18]=3)=[CH:12][CH:11]=2)[CH2:6][CH2:5]1)(=[O:3])[CH3:2].C(N(CC)CC)C.[CH3:41][S:42](Cl)(=[O:44])=[O:43]. Product: [C:1]([N:4]1[CH2:5][CH2:6][N:7]([C:10]2[CH:11]=[CH:12][C:13]([NH:16][C:17]3[N:22]=[C:21]([NH:23][CH2:24][CH:25]4[CH2:30][CH2:29][N:28]([S:42]([CH3:41])(=[O:44])=[O:43])[CH2:27][CH2:26]4)[C:20]([C:31]([NH2:33])=[O:32])=[CH:19][N:18]=3)=[CH:14][CH:15]=2)[CH2:8][CH2:9]1)(=[O:3])[CH3:2]. The catalyst class is: 10. (3) The catalyst class is: 488. Reactant: Cl[C:2]1[N:7]=[CH:6][C:5]([C:8]2[S:12][C:11]([C:13]([N:15]3[CH2:19][CH2:18][CH:17](CO)[CH2:16]3)=[O:14])=[N:10][N:9]=2)=[C:4]([NH:22][CH:23]([CH3:25])[CH3:24])[CH:3]=1.[NH2:26][C:27]1[CH:35]=[CH:34][C:30]2[N:31]=[CH:32][S:33][C:29]=2[CH:28]=1.CC1(C)C2C(=C(P(C3C=CC=CC=3)C3C=CC=CC=3)C=CC=2)[O:57][C:39]2C(P(C3C=CC=CC=3)C3C=CC=CC=3)=CC=CC1=2.C([O-])([O-])=O.[Na+].[Na+]. Product: [S:33]1[C:29]2[CH:28]=[C:27]([NH:26][C:2]3[N:7]=[CH:6][C:5]([C:8]4[S:12][C:11]([C:13]([N:15]5[CH2:16][CH2:17][CH2:18][CH:19]5[CH2:39][OH:57])=[O:14])=[N:10][N:9]=4)=[C:4]([NH:22][CH:23]([CH3:24])[CH3:25])[CH:3]=3)[CH:35]=[CH:34][C:30]=2[N:31]=[CH:32]1. (4) Reactant: [Cl:1][C:2]1[CH:7]=[C:6]2[NH:8][C:9](=[O:41])[C:10]3([CH:15]([C:16]4[CH:21]=[CH:20][CH:19]=[C:18]([Cl:22])[CH:17]=4)[CH2:14][C:13](=[O:23])[NH:12][CH:11]3[C:24]3[C:29]([O:30][CH2:31][CH2:32][OH:33])=[CH:28][CH:27]=[C:26]([C:34]#[C:35][Si](C)(C)C)[C:25]=3[F:40])[C:5]2=[CH:4][CH:3]=1.[F-].[K+]. Product: [Cl:1][C:2]1[CH:7]=[C:6]2[NH:8][C:9](=[O:41])[C:10]3([CH:15]([C:16]4[CH:21]=[CH:20][CH:19]=[C:18]([Cl:22])[CH:17]=4)[CH2:14][C:13](=[O:23])[NH:12][CH:11]3[C:24]3[C:29]([O:30][CH2:31][CH2:32][OH:33])=[CH:28][CH:27]=[C:26]([C:34]#[CH:35])[C:25]=3[F:40])[C:5]2=[CH:4][CH:3]=1. The catalyst class is: 5. (5) Reactant: [NH2:1][C:2]1[N:3]=[C:4]2[CH:9]=[CH:8][C:7]([O:10][C:11]3[CH:12]=[C:13]([NH:17][C:18]([C:20]4[C:25]([CH3:26])=[CH:24][CH:23]=[CH:22][N:21]=4)=[O:19])[CH:14]=[CH:15][CH:16]=3)=[CH:6][N:5]2[CH:27]=1.ClC([CH2:33][CH:34]=[O:35])C([O-])=O.CO.C(=O)([O-])[O-:39].[Na+].[Na+]. The catalyst class is: 722. Product: [OH:39][CH2:33][C:34]([NH:1][C:2]1[N:3]=[C:4]2[CH:9]=[CH:8][C:7]([O:10][C:11]3[CH:12]=[C:13]([NH:17][C:18]([C:20]4[C:25]([CH3:26])=[CH:24][CH:23]=[CH:22][N:21]=4)=[O:19])[CH:14]=[CH:15][CH:16]=3)=[CH:6][N:5]2[CH:27]=1)=[O:35]. (6) Reactant: [NH2:1][C@@H:2]([C:4]([O:6][C:7]([CH3:10])([CH3:9])[CH3:8])=[O:5])[CH3:3].CCN(C(C)C)C(C)C.[Br:20][C:21]1[CH:22]=[N:23][C:24]([C:27]2[CH:32]=[CH:31][C:30]([CH2:33][C@H:34]([NH:38][C:39]([C:41]3[S:42][C:43]([C:46]([CH3:49])([CH3:48])[CH3:47])=[CH:44][CH:45]=3)=[O:40])[C:35](O)=[O:36])=[CH:29][CH:28]=2)=[N:25][CH:26]=1.CN(C(ON1N=NC2C=CC=NC1=2)=[N+](C)C)C.F[P-](F)(F)(F)(F)F. Product: [Br:20][C:21]1[CH:26]=[N:25][C:24]([C:27]2[CH:28]=[CH:29][C:30]([CH2:33][C@H:34]([NH:38][C:39]([C:41]3[S:42][C:43]([C:46]([CH3:49])([CH3:48])[CH3:47])=[CH:44][CH:45]=3)=[O:40])[C:35]([NH:1][C@@H:2]([C:4]([O:6][C:7]([CH3:10])([CH3:9])[CH3:8])=[O:5])[CH3:3])=[O:36])=[CH:31][CH:32]=2)=[N:23][CH:22]=1. The catalyst class is: 3. (7) Reactant: [Cl:1][C:2]1[CH:7]=[CH:6][C:5]([C@H:8]2[C@@H:13]([O:14][CH2:15][C:16]3[CH:21]=[CH:20][C:19]([O:22][CH3:23])=[CH:18][CH:17]=3)[C@@H:12]([O:24][CH2:25][C:26]3[CH:31]=[CH:30][C:29]([O:32][CH3:33])=[CH:28][CH:27]=3)[C@H:11]([O:34][CH2:35][C:36]3[CH:41]=[CH:40][C:39]([O:42][CH3:43])=[CH:38][CH:37]=3)[CH:10]([CH2:44][O:45][CH2:46][C:47]3[CH:52]=[CH:51][C:50]([O:53][CH3:54])=[CH:49][CH:48]=3)[O:9]2)=[CH:4][C:3]=1CO.C1(P(C2C=CC=CC=2)C2C=CC=CC=2)C=CC=CC=1.[C:76]([Br:80])(Br)(Br)Br. Product: [Br:80][CH2:76][C:3]1[CH:4]=[C:5]([C@H:8]2[C@@H:13]([O:14][CH2:15][C:16]3[CH:17]=[CH:18][C:19]([O:22][CH3:23])=[CH:20][CH:21]=3)[C@@H:12]([O:24][CH2:25][C:26]3[CH:31]=[CH:30][C:29]([O:32][CH3:33])=[CH:28][CH:27]=3)[C@H:11]([O:34][CH2:35][C:36]3[CH:41]=[CH:40][C:39]([O:42][CH3:43])=[CH:38][CH:37]=3)[CH:10]([CH2:44][O:45][CH2:46][C:47]3[CH:48]=[CH:49][C:50]([O:53][CH3:54])=[CH:51][CH:52]=3)[O:9]2)[CH:6]=[CH:7][C:2]=1[Cl:1]. The catalyst class is: 7. (8) Reactant: [CH3:1][C:2]1[CH:3]=[C:4]2[C:9](=[CH:10][C:11]=1[CH3:12])[NH:8][C:7](=[O:13])[C:6](=[O:14])[NH:5]2.C(=O)([O-])[O-].[Cs+].[Cs+].[CH3:21][C:22]([CH3:26])=[CH:23][CH2:24]Br.O. Product: [CH3:12][C:11]1[CH:10]=[C:9]2[C:4](=[CH:3][C:2]=1[CH3:1])[N:5]([CH2:24][CH:23]=[C:22]([CH3:26])[CH3:21])[C:6](=[O:14])[C:7](=[O:13])[NH:8]2. The catalyst class is: 16. (9) Reactant: [NH2:1][C:2]1[CH:7]=[C:6]([Br:8])[CH:5]=[C:4]([NH2:9])[N:3]=1.[CH3:10][NH2:11].C1[CH2:16][O:15]CC1. Product: [NH2:9][C:4]1[N:3]=[C:2]([NH:1][C:16]([NH:11][CH3:10])=[O:15])[CH:7]=[C:6]([Br:8])[CH:5]=1. The catalyst class is: 10. (10) Reactant: [OH:1][C:2]1[CH:7]=[CH:6][C:5]([C:8]2([C:16]3[CH:17]=[C:18]([C:22]4[CH:27]=[CH:26][CH:25]=[C:24]([O:28][CH3:29])[CH:23]=4)[CH:19]=[CH:20][CH:21]=3)[NH:12][C:11](=[S:13])[N:10]([CH3:14])[C:9]2=[O:15])=[CH:4][CH:3]=1.C(N(CC)CC)C.[CH3:37][S:38](Cl)(=[O:40])=[O:39]. Product: [CH3:37][S:38]([O:1][C:2]1[CH:7]=[CH:6][C:5]([C:8]2([C:16]3[CH:17]=[C:18]([C:22]4[CH:27]=[CH:26][CH:25]=[C:24]([O:28][CH3:29])[CH:23]=4)[CH:19]=[CH:20][CH:21]=3)[C:9](=[O:15])[N:10]([CH3:14])[C:11](=[S:13])[NH:12]2)=[CH:4][CH:3]=1)(=[O:40])=[O:39]. The catalyst class is: 4.